From a dataset of Catalyst prediction with 721,799 reactions and 888 catalyst types from USPTO. Predict which catalyst facilitates the given reaction. (1) Reactant: [CH3:1][O:2][C:3]1[CH:4]=[C:5]([CH2:11][CH2:12][C:13]([NH2:15])=[O:14])[CH:6]=[CH:7][C:8]=1[O:9][CH3:10].[CH2:16]([SnH:20]([CH2:25][CH2:26][CH2:27][CH3:28])[CH2:21][CH2:22][CH2:23][CH3:24])[CH2:17][CH2:18][CH3:19]. Product: [CH2:25]([Sn:20]([CH2:16][CH2:17][CH2:18][CH3:19])([CH2:21][CH2:22][CH2:23][CH3:24])/[C:12](=[CH:11]/[C:5]1[CH:6]=[CH:7][C:8]([O:9][CH3:10])=[C:3]([O:2][CH3:1])[CH:4]=1)/[C:13]([NH2:15])=[O:14])[CH2:26][CH2:27][CH3:28]. The catalyst class is: 7. (2) Reactant: CC(C)[O-].N#N.[CH3:7][NH:8][CH3:9].[CH3:10][C:11]([C:13]1[CH:18]=[CH:17][CH:16]=[C:15]([O:19][CH3:20])[CH:14]=1)=O.[BH4-].[Na+].[BH4-].[OH-].[NH4+]. Product: [CH3:20][O:19][C:15]1[CH:14]=[C:13]([CH:11]([N:8]([CH3:9])[CH3:7])[CH3:10])[CH:18]=[CH:17][CH:16]=1. The catalyst class is: 8. (3) Reactant: [CH3:1][O:2][C:3]([CH:5]([CH:12]1[NH:17][CH2:16][CH2:15][CH2:14][CH2:13]1)[C:6]1[CH:7]=[CH:8][CH:9]=[CH:10][CH:11]=1)=[O:4].Cl.[OH-].[NH4+]. Product: [CH3:1][O:2][C:3]([C@H:5]([C:6]1[CH:11]=[CH:10][CH:9]=[CH:8][CH:7]=1)[C@@H:12]1[NH:17][CH2:16][CH2:15][CH2:14][CH2:13]1)=[O:4]. The catalyst class is: 6. (4) Reactant: [NH2:1][C:2]1[CH:7]=[CH:6][CH:5]=[CH:4][C:3]=1[OH:8].[F:9][C:10]([F:25])([F:24])[C:11]1[CH:12]=[C:13]([CH:17]=[C:18]([C:20]([F:23])([F:22])[F:21])[CH:19]=1)[C:14](Cl)=[O:15].Cl.[OH-].[Na+]. Product: [F:9][C:10]([F:24])([F:25])[C:11]1[CH:12]=[C:13]([CH:17]=[C:18]([C:20]([F:23])([F:21])[F:22])[CH:19]=1)[C:14]([NH:1][C:2]1[CH:7]=[CH:6][CH:5]=[CH:4][C:3]=1[OH:8])=[O:15]. The catalyst class is: 272. (5) Reactant: [Br:1][C:2]1[O:6][C:5]([CH:7]([O:11][C:12]2[C:13]([F:22])=[C:14]([C:18]([F:21])=[CH:19][CH:20]=2)[C:15]([NH2:17])=[O:16])[CH2:8][CH2:9]O)=[N:4][C:3]=1[C:23]1[CH:28]=[CH:27][C:26]([C:29]([F:32])([F:31])[F:30])=[CH:25][CH:24]=1.P(Br)(Br)[Br:34]. Product: [Br:34][CH2:9][CH2:8][CH:7]([C:5]1[O:6][C:2]([Br:1])=[C:3]([C:23]2[CH:28]=[CH:27][C:26]([C:29]([F:32])([F:31])[F:30])=[CH:25][CH:24]=2)[N:4]=1)[O:11][C:12]1[C:13]([F:22])=[C:14]([C:18]([F:21])=[CH:19][CH:20]=1)[C:15]([NH2:17])=[O:16]. The catalyst class is: 11. (6) Reactant: C(O)(=O)C.[C:5]1([CH3:20])[CH:10]=[C:9]([CH3:11])[CH:8]=[C:7]([CH3:12])[C:6]=1[C:13]1[C:14]([CH3:19])=[N:15][NH:16][C:17]=1[NH2:18].[C:21]([CH:24]([C:30](OCC)=[O:31])[C:25]([O:27][CH2:28][CH3:29])=[O:26])(=O)[CH3:22]. Product: [C:5]1([CH3:20])[CH:10]=[C:9]([CH3:11])[CH:8]=[C:7]([CH3:12])[C:6]=1[C:13]1[C:14]([CH3:19])=[N:15][N:16]2[C:30](=[O:31])[C:24]([C:25]([O:27][CH2:28][CH3:29])=[O:26])=[C:21]([CH3:22])[NH:18][C:17]=12. The catalyst class is: 113. (7) Reactant: [N+:1]([C:4]1[CH:9]=[CH:8][CH:7]=[CH:6][C:5]=1[N:10]1[CH2:16][CH2:15][CH2:14][CH2:13][CH2:12][CH:11]1[C:17]([O:19]CC)=O)([O-])=O.[H][H]. Product: [CH:6]1[C:5]2[N:10]3[CH2:16][CH2:15][CH2:14][CH2:13][CH2:12][CH:11]3[C:17](=[O:19])[NH:1][C:4]=2[CH:9]=[CH:8][CH:7]=1. The catalyst class is: 19.